From a dataset of Reaction yield outcomes from USPTO patents with 853,638 reactions. Predict the reaction yield, written as a fraction of the theoretical maximum amount of product (1.0 means a 100% yield; for example, 0.34 means a 34% yield). (1) The reactants are C([O:5][C:6](=[O:59])[C:7]([O:10]/[N:11]=[C:12](/[C:46]1[N:47]=[C:48]([NH:51]C(OC(C)(C)C)=O)[S:49][CH:50]=1)\[C:13]([NH:15][C@@H:16]1[C:19](=[O:20])[N:18]([S:21]([OH:24])(=[O:23])=[O:22])[C@@H:17]1[CH2:25][N:26]1[CH:30]=[C:29]([CH2:31][CH2:32][N:33]2[CH2:38][CH2:37][N:36](C(OC(C)(C)C)=O)[CH2:35][CH2:34]2)[N:28]=[N:27]1)=[O:14])([CH3:9])[CH3:8])(C)(C)C.C(O)(C(F)(F)F)=O.C(Cl)Cl.C([SiH](CC)CC)C. The catalyst is C(Cl)Cl. The product is [NH2:51][C:48]1[S:49][CH:50]=[C:46](/[C:12](=[N:11]/[O:10][C:7]([CH3:9])([CH3:8])[C:6]([OH:59])=[O:5])/[C:13](=[O:14])[NH:15][C@H:16]2[C@@H:17]([CH2:25][N:26]3[CH:30]=[C:29]([CH2:31][CH2:32][N:33]4[CH2:34][CH2:35][NH:36][CH2:37][CH2:38]4)[N:28]=[N:27]3)[N:18]([S:21]([OH:24])(=[O:22])=[O:23])[C:19]2=[O:20])[N:47]=1. The yield is 0.110. (2) The reactants are [Cl:1][C:2]1[CH:7]=[C:6]([O:8][CH2:9][CH2:10][CH2:11][S:12]([CH3:15])(=[O:14])=[O:13])[CH:5]=[CH:4][C:3]=1[C:16]1[CH:21]=[CH:20][CH:19]=[C:18]([CH2:22][O:23][C:24]2[CH:29]=[CH:28][C:27]([C:30]3([CH2:34][C:35]([O:37]CC)=[O:36])[CH2:33][O:32][CH2:31]3)=[CH:26][CH:25]=2)[CH:17]=1.O.[OH-].[Li+]. The catalyst is C1COCC1.CO. The product is [Cl:1][C:2]1[CH:7]=[C:6]([O:8][CH2:9][CH2:10][CH2:11][S:12]([CH3:15])(=[O:13])=[O:14])[CH:5]=[CH:4][C:3]=1[C:16]1[CH:21]=[CH:20][CH:19]=[C:18]([CH2:22][O:23][C:24]2[CH:29]=[CH:28][C:27]([C:30]3([CH2:34][C:35]([OH:37])=[O:36])[CH2:31][O:32][CH2:33]3)=[CH:26][CH:25]=2)[CH:17]=1. The yield is 0.900.